This data is from Forward reaction prediction with 1.9M reactions from USPTO patents (1976-2016). The task is: Predict the product of the given reaction. (1) Given the reactants C(OC([N:8]1[CH2:25][CH2:24][CH2:23][C:10]2([C:14]([C:15]3[CH:20]=[CH:19][CH:18]=[CH:17][CH:16]=3)=[N:13][N:12]([CH3:21])[C:11]2=[O:22])[CH2:9]1)=O)(C)(C)C.C(O)(C(F)(F)F)=O, predict the reaction product. The product is: [CH3:21][N:12]1[N:13]=[C:14]([C:15]2[CH:20]=[CH:19][CH:18]=[CH:17][CH:16]=2)[C:10]2([CH2:23][CH2:24][CH2:25][NH:8][CH2:9]2)[C:11]1=[O:22]. (2) Given the reactants [NH:1]([C:3]1[N:8]([CH2:9][CH:10]([CH3:12])[CH3:11])[C:7](=[O:13])[N:6]([CH3:14])[C:5](=[O:15])[CH:4]=1)[NH2:2].[F:16][C:17]([F:31])([F:30])[C:18]1[CH:19]=[C:20]2[C:25](=[CH:26][CH:27]=1)[N:24]=[CH:23][CH:22]=[C:21]2[CH:28]=O.[CH3:32][N:33]1[CH:37]=[C:36]([C:38](=[O:40])[CH3:39])[CH:35]=[C:34]1[CH:41]=O, predict the reaction product. The product is: [C:38]([C:36]1[CH:35]=[C:34]([C:41]2[N:2]([CH2:28][C:21]3[C:20]4[C:25](=[CH:26][CH:27]=[C:18]([C:17]([F:31])([F:30])[F:16])[CH:19]=4)[N:24]=[CH:23][CH:22]=3)[N:1]=[C:3]3[C:4]=2[C:5](=[O:15])[N:6]([CH3:14])[C:7](=[O:13])[N:8]3[CH2:9][CH:10]([CH3:11])[CH3:12])[N:33]([CH3:32])[CH:37]=1)(=[O:40])[CH3:39]. (3) Given the reactants [CH2:1]([C:3]1([N:14]2[CH:18]=[C:17]([C:19]3[N:24]4[CH:25]=[CH:26][N:27]=[C:23]4[CH:22]=[C:21]([C:28]4[CH:29]=[N:30][N:31]([CH3:33])[CH:32]=4)[N:20]=3)[CH:16]=[N:15]2)[CH2:6][N:5](C(OC(C)(C)C)=O)[CH2:4]1)[CH3:2].[ClH:34].O1CCOCC1, predict the reaction product. The product is: [ClH:34].[ClH:34].[ClH:34].[CH2:1]([C:3]1([N:14]2[CH:18]=[C:17]([C:19]3[N:24]4[CH:25]=[CH:26][N:27]=[C:23]4[CH:22]=[C:21]([C:28]4[CH:29]=[N:30][N:31]([CH3:33])[CH:32]=4)[N:20]=3)[CH:16]=[N:15]2)[CH2:6][NH:5][CH2:4]1)[CH3:2]. (4) Given the reactants [Mg].II.BrCC.[CH2:7](Cl)[C:8]1[CH:13]=[CH:12][CH:11]=[CH:10][CH:9]=1.[C:15]([CH:19]1[CH2:26][CH2:25][CH2:24][C:23](=[O:27])[CH:22]([O:28][SiH:29]([CH3:31])[CH3:30])[CH2:21][CH2:20]1)([CH3:18])([CH3:17])[CH3:16].Cl, predict the reaction product. The product is: [CH2:7]([C:23]1([OH:27])[CH2:24][CH2:25][CH2:26][CH:19]([C:15]([CH3:17])([CH3:18])[CH3:16])[CH2:20][CH2:21][CH:22]1[O:28][SiH:29]([CH3:30])[CH3:31])[C:8]1[CH:13]=[CH:12][CH:11]=[CH:10][CH:9]=1.